From a dataset of HIV replication inhibition screening data with 41,000+ compounds from the AIDS Antiviral Screen. Binary Classification. Given a drug SMILES string, predict its activity (active/inactive) in a high-throughput screening assay against a specified biological target. The compound is CC(=O)SCC1CCC2(C)C(CCC3C2CCC2(C)C(C(C)CCC(=O)O)CCC32)C1.N. The result is 0 (inactive).